Predict the reaction yield, written as a fraction of the theoretical maximum amount of product (1.0 means a 100% yield; for example, 0.34 means a 34% yield). From a dataset of Reaction yield outcomes from USPTO patents with 853,638 reactions. (1) The reactants are Cl[C:2]1[CH:7]=[CH:6][C:5]([Cl:8])=[CH:4][N:3]=1.[O-:9][CH2:10][CH3:11].[Na+]. The catalyst is C(O)C. The product is [Cl:8][C:5]1[CH:6]=[CH:7][C:2]([O:9][CH2:10][CH3:11])=[N:3][CH:4]=1. The yield is 0.560. (2) The reactants are [NH2:1][C:2]1[N:23]=[C:22]([C:24]#[C:25][CH2:26][O:27][CH3:28])[CH:21]=[CH:20][C:3]=1[C:4]([NH:6][CH2:7][C:8]1[S:9][C:10]([O:13][C:14]2[CH:19]=[CH:18][CH:17]=[CH:16][CH:15]=2)=[CH:11][CH:12]=1)=[O:5].O1CCCC1.N1C2C(=CC=CC=2)C=CC=1. The catalyst is C(#N)C.O.FC(F)(F)C(O)=O. The product is [NH2:1][C:2]1[N:23]=[C:22](/[CH:24]=[CH:25]\[CH2:26][O:27][CH3:28])[CH:21]=[CH:20][C:3]=1[C:4]([NH:6][CH2:7][C:8]1[S:9][C:10]([O:13][C:14]2[CH:19]=[CH:18][CH:17]=[CH:16][CH:15]=2)=[CH:11][CH:12]=1)=[O:5]. The yield is 0.310. (3) The reactants are [CH:1](=O)[CH3:2].[NH:4]1[CH2:9][CH2:8][CH:7]([N:10]2[CH:14]=[C:13]([NH:15][C:16]3[N:21]=[C:20]([CH2:22][CH2:23][C:24]4[CH:29]=[CH:28][CH:27]=[CH:26][C:25]=4[CH:30]([CH3:34])[C:31]([NH2:33])=[O:32])[C:19]([C:35]([F:38])([F:37])[F:36])=[CH:18][N:17]=3)[CH:12]=[N:11]2)[CH2:6][CH2:5]1. The catalyst is CCO. The product is [CH2:1]([N:4]1[CH2:5][CH2:6][CH:7]([N:10]2[CH:14]=[C:13]([NH:15][C:16]3[N:21]=[C:20]([CH2:22][CH2:23][C:24]4[CH:29]=[CH:28][CH:27]=[CH:26][C:25]=4[CH:30]([CH3:34])[C:31]([NH2:33])=[O:32])[C:19]([C:35]([F:37])([F:36])[F:38])=[CH:18][N:17]=3)[CH:12]=[N:11]2)[CH2:8][CH2:9]1)[CH3:2]. The yield is 0.790. (4) The reactants are [Cl:1][C:2]1[CH:7]=[CH:6][C:5]([C:8]2[C:12]([CH2:13][O:14][C:15]3[CH:23]=[CH:22][C:18]([C:19]([OH:21])=O)=[CH:17][N:16]=3)=[C:11]([CH3:24])[O:10][N:9]=2)=[CH:4][CH:3]=1.[NH2:25][C@@H:26]([CH2:28][OH:29])[CH3:27]. No catalyst specified. The product is [Cl:1][C:2]1[CH:3]=[CH:4][C:5]([C:8]2[C:12]([CH2:13][O:14][C:15]3[CH:23]=[CH:22][C:18]([C:19]([NH:25][C@H:26]([CH3:27])[CH2:28][OH:29])=[O:21])=[CH:17][N:16]=3)=[C:11]([CH3:24])[O:10][N:9]=2)=[CH:6][CH:7]=1. The yield is 0.940. (5) The reactants are [Br:1][C:2]1[CH:7]=[CH:6][C:5]([C:8]2[O:12][C:11]([C@H:13]([NH:24][C:25]3[CH:32]=[CH:31][C:28]([C:29]#[N:30])=[C:27]([Cl:33])[C:26]=3[CH3:34])[C@@H:14]([O:16][Si](C(C)(C)C)(C)C)[CH3:15])=[N:10][N:9]=2)=[CH:4][CH:3]=1.CCCC[N+](CCCC)(CCCC)CCCC.[F-]. The catalyst is C1COCC1. The product is [Br:1][C:2]1[CH:7]=[CH:6][C:5]([C:8]2[O:12][C:11]([C@H:13]([NH:24][C:25]3[CH:32]=[CH:31][C:28]([C:29]#[N:30])=[C:27]([Cl:33])[C:26]=3[CH3:34])[C@@H:14]([OH:16])[CH3:15])=[N:10][N:9]=2)=[CH:4][CH:3]=1. The yield is 0.850. (6) No catalyst specified. The yield is 1.00. The product is [CH:1]1([C:5]2[N:6]=[C:7]([CH2:10][CH2:11][C:12]3[CH:40]=[CH:39][N:15]4[C:16](=[O:38])[C:17](/[CH:29]=[CH:30]/[C:31]([O:33][C:34]([CH3:37])([CH3:35])[CH3:36])=[O:32])=[C:18]([N:20]5[CH2:25][CH2:24][O:26][CH2:22][CH2:21]5)[N:19]=[C:14]4[CH:13]=3)[S:8][CH:9]=2)[CH2:4][CH2:3][CH2:2]1. The reactants are [CH:1]1([C:5]2[N:6]=[C:7]([CH2:10][CH2:11][C:12]3[CH:40]=[CH:39][N:15]4[C:16](=[O:38])[C:17](/[CH:29]=[CH:30]/[C:31]([O:33][C:34]([CH3:37])([CH3:36])[CH3:35])=[O:32])=[C:18]([N:20]5[CH2:25][CH2:24]C[CH:22]([O:26]C=O)[CH2:21]5)[N:19]=[C:14]4[CH:13]=3)[S:8][CH:9]=2)[CH2:4][CH2:3][CH2:2]1.C1(C2N=C(CCC3C=CN4C(=O)C(C=O)=C(N5CCOCC5)N=C4C=3)SC=2)CCC1.C1(P(=O)(C2C=CC=CC=2)C2C=CC=CC=2)C=CC=CC=1.